From a dataset of NCI-60 drug combinations with 297,098 pairs across 59 cell lines. Regression. Given two drug SMILES strings and cell line genomic features, predict the synergy score measuring deviation from expected non-interaction effect. (1) Drug 1: CC1OCC2C(O1)C(C(C(O2)OC3C4COC(=O)C4C(C5=CC6=C(C=C35)OCO6)C7=CC(=C(C(=C7)OC)O)OC)O)O. Drug 2: CN(C)N=NC1=C(NC=N1)C(=O)N. Cell line: SR. Synergy scores: CSS=86.2, Synergy_ZIP=13.6, Synergy_Bliss=13.3, Synergy_Loewe=-15.0, Synergy_HSA=13.9. (2) Drug 1: CC=C1C(=O)NC(C(=O)OC2CC(=O)NC(C(=O)NC(CSSCCC=C2)C(=O)N1)C(C)C)C(C)C. Drug 2: CCC1(C2=C(COC1=O)C(=O)N3CC4=CC5=C(C=CC(=C5CN(C)C)O)N=C4C3=C2)O.Cl. Cell line: SF-268. Synergy scores: CSS=59.7, Synergy_ZIP=2.72, Synergy_Bliss=6.72, Synergy_Loewe=-10.5, Synergy_HSA=6.23.